Dataset: Peptide-MHC class I binding affinity with 185,985 pairs from IEDB/IMGT. Task: Regression. Given a peptide amino acid sequence and an MHC pseudo amino acid sequence, predict their binding affinity value. This is MHC class I binding data. (1) The peptide sequence is ITTHFQRKRR. The MHC is HLA-A68:01 with pseudo-sequence HLA-A68:01. The binding affinity (normalized) is 0.409. (2) The peptide sequence is FYSSFVQTF. The MHC is HLA-B15:03 with pseudo-sequence HLA-B15:03. The binding affinity (normalized) is 0.662. (3) The peptide sequence is LFCLLNRYF. The MHC is HLA-A29:02 with pseudo-sequence HLA-A29:02. The binding affinity (normalized) is 0.0198.